From a dataset of Full USPTO retrosynthesis dataset with 1.9M reactions from patents (1976-2016). Predict the reactants needed to synthesize the given product. (1) Given the product [CH3:26][C:23]([CH3:25])([CH3:24])[C:22](=[O:27])[CH2:21][O:20][C:19]1[CH:28]=[CH:29][C:16]([C:3]([C:6]2[O:7][C:8]3[CH:14]=[CH:13][C:12]([O:15][S:32]([CH3:31])(=[O:34])=[O:33])=[CH:11][C:9]=3[CH:10]=2)([CH2:4][CH3:5])[CH2:1][CH3:2])=[CH:17][C:18]=1[CH3:30], predict the reactants needed to synthesize it. The reactants are: [CH2:1]([C:3]([C:16]1[CH:29]=[CH:28][C:19]([O:20][CH2:21][C:22](=[O:27])[C:23]([CH3:26])([CH3:25])[CH3:24])=[C:18]([CH3:30])[CH:17]=1)([C:6]1[O:7][C:8]2[CH:14]=[CH:13][C:12]([OH:15])=[CH:11][C:9]=2[CH:10]=1)[CH2:4][CH3:5])[CH3:2].[CH3:31][S:32](Cl)(=[O:34])=[O:33].CCN(CC)CC. (2) Given the product [CH3:1][O:2][C:3](=[O:22])[C:4]1[CH:5]=[CH:6][C:7]([CH2:10][NH:11][C:12]2[CH:17]=[CH:16][C:15]([CH3:18])=[CH:14][C:13]=2[NH2:19])=[CH:8][CH:9]=1, predict the reactants needed to synthesize it. The reactants are: [CH3:1][O:2][C:3](=[O:22])[C:4]1[CH:9]=[CH:8][C:7]([CH2:10][NH:11][C:12]2[CH:17]=[CH:16][C:15]([CH3:18])=[CH:14][C:13]=2[N+:19]([O-])=O)=[CH:6][CH:5]=1.O.NN.